Dataset: Reaction yield outcomes from USPTO patents with 853,638 reactions. Task: Predict the reaction yield, written as a fraction of the theoretical maximum amount of product (1.0 means a 100% yield; for example, 0.34 means a 34% yield). (1) The reactants are O.C([N:9]1[CH2:14][CH2:13][CH:12]([NH:15][C:16]2[C:25]3[C:20](=[CH:21][CH:22]=[C:23]([O:26][CH3:27])[CH:24]=3)[C:19]([C:28]3[CH:33]=[CH:32][C:31]([O:34][CH3:35])=[CH:30][CH:29]=3)=[N:18][N:17]=2)[CH2:11][CH2:10]1)C1C=CC=CC=1. The catalyst is C(O)C.C(O)=O.C(OC(C)C)(C)C.[Pd]. The product is [CH3:27][O:26][C:23]1[CH:24]=[C:25]2[C:20]([C:19]([C:28]3[CH:33]=[CH:32][C:31]([O:34][CH3:35])=[CH:30][CH:29]=3)=[N:18][N:17]=[C:16]2[NH:15][CH:12]2[CH2:11][CH2:10][NH:9][CH2:14][CH2:13]2)=[CH:21][CH:22]=1. The yield is 0.970. (2) The reactants are Br[C:2]1[CH:3]=[N:4][CH:5]=[CH:6][C:7]=1[CH3:8].[C:9](=[N:22][NH2:23])([C:16]1[CH:21]=[CH:20][CH:19]=[CH:18][CH:17]=1)[C:10]1[CH:15]=[CH:14][CH:13]=[CH:12][CH:11]=1.C1(P(C2C=CC=CC=2)C2C3OC4C(=CC=CC=4P(C4C=CC=CC=4)C4C=CC=CC=4)C(C)(C)C=3C=CC=2)C=CC=CC=1.CC(C)([O-])C.[Na+]. The catalyst is C1(C)C=CC=CC=1. The product is [C:10]1([C:9]([C:16]2[CH:21]=[CH:20][CH:19]=[CH:18][CH:17]=2)=[N:22][NH:23][C:2]2[CH:3]=[N:4][CH:5]=[CH:6][C:7]=2[CH3:8])[CH:11]=[CH:12][CH:13]=[CH:14][CH:15]=1. The yield is 0.600.